Predict the reactants needed to synthesize the given product. From a dataset of Full USPTO retrosynthesis dataset with 1.9M reactions from patents (1976-2016). (1) Given the product [Cl:14][C:11]1[CH:10]=[CH:9][C:8]([C:7]2[S:6][C:5]([C:15]([O:17][CH2:18][CH3:19])=[O:16])=[C:4]([C:20]3[CH:21]=[CH:22][C:23]([S:26](=[O:33])(=[O:32])[N:27]=[CH:28][N:29]([CH3:31])[CH3:30])=[CH:24][CH:25]=3)[C:3]=2[CH2:2][N:35]([CH3:36])[CH3:34])=[CH:13][CH:12]=1, predict the reactants needed to synthesize it. The reactants are: Br[CH2:2][C:3]1[C:4]([C:20]2[CH:25]=[CH:24][C:23]([S:26](=[O:33])(=[O:32])[N:27]=[CH:28][N:29]([CH3:31])[CH3:30])=[CH:22][CH:21]=2)=[C:5]([C:15]([O:17][CH2:18][CH3:19])=[O:16])[S:6][C:7]=1[C:8]1[CH:13]=[CH:12][C:11]([Cl:14])=[CH:10][CH:9]=1.[CH3:34][NH:35][CH3:36]. (2) Given the product [F:4][C:5]1[CH:6]=[CH:9][C:10]([C:13]2[C:14]([C:18]3[CH:23]=[CH:22][CH:21]=[C:20]([CH3:24])[N:19]=3)=[N:15][NH:16][CH:17]=2)=[CH:11][C:12]=1[C:26](=[O:29])[CH3:1], predict the reactants needed to synthesize it. The reactants are: [CH3:1][Mg]Br.[F:4][C:5]1[CH:12]=[CH:11][C:10]([C:13]2[C:14]([C:18]3[CH:23]=[CH:22][CH:21]=[C:20]([CH3:24])[N:19]=3)=[N:15][NH:16][CH:17]=2)=[CH:9][C:6]=1C#N.Cl.[C:26](=[O:29])([O-])[O-].[Na+].[Na+]. (3) Given the product [C:33]([CH2:32][N:7]1[C:6]2[CH:8]=[C:9]([C:11]3[CH:16]=[CH:15][CH:14]=[CH:13][CH:12]=3)[S:10][C:5]=2[C:4](=[O:17])[N:3]([CH:18]2[CH2:23][CH2:22][N:21]([C:24]([O:26][C:27]([CH3:30])([CH3:29])[CH3:28])=[O:25])[CH2:20][CH2:19]2)[C:2]1=[O:1])#[N:34], predict the reactants needed to synthesize it. The reactants are: [O:1]=[C:2]1[NH:7][C:6]2[CH:8]=[C:9]([C:11]3[CH:16]=[CH:15][CH:14]=[CH:13][CH:12]=3)[S:10][C:5]=2[C:4](=[O:17])[N:3]1[CH:18]1[CH2:23][CH2:22][N:21]([C:24]([O:26][C:27]([CH3:30])([CH3:29])[CH3:28])=[O:25])[CH2:20][CH2:19]1.Cl[CH2:32][C:33]#[N:34].C(=O)([O-])[O-].[K+].[K+].C(=O)([O-])[O-].[Na+].[Na+].C(N(C(C)C)CC)(C)C. (4) Given the product [CH3:1][O:2][C:3]1[C:9]2[CH:10]=[CH:11][CH:12]=[CH:13][C:8]=2[N:7]([C:14]([NH2:21])=[O:15])[C:6]2[CH:17]=[CH:18][CH:19]=[CH:20][C:5]=2[CH:4]=1, predict the reactants needed to synthesize it. The reactants are: [CH3:1][O:2][C:3]1[C:9]2[CH:10]=[CH:11][CH:12]=[CH:13][C:8]=2[N:7]([C:14](Cl)=[O:15])[C:6]2[CH:17]=[CH:18][CH:19]=[CH:20][C:5]=2[CH:4]=1.[NH3:21]. (5) The reactants are: C[O:2][C:3]([C:5]1[CH:6]=[N:7][N:8]([C:10]2[CH2:14][C:13]([C:19]3[CH:24]=[C:23]([Cl:25])[CH:22]=[C:21]([Cl:26])[CH:20]=3)([C:15]([F:18])([F:17])[F:16])[O:12][N:11]=2)[CH:9]=1)=[O:4].[OH-].[Na+].CO. Given the product [Cl:25][C:23]1[CH:24]=[C:19]([C:13]2([C:15]([F:18])([F:16])[F:17])[O:12][N:11]=[C:10]([N:8]3[CH:9]=[C:5]([C:3]([OH:4])=[O:2])[CH:6]=[N:7]3)[CH2:14]2)[CH:20]=[C:21]([Cl:26])[CH:22]=1, predict the reactants needed to synthesize it. (6) Given the product [CH2:1]([N:3]([CH2:30][CH2:31][F:39])[CH2:4][CH2:5][CH2:6][CH2:7][CH2:8][C@H:9]1[CH2:14][CH2:13][C@H:12]([N:15]([CH3:29])[S:16]([C:19]2[CH:24]=[CH:23][C:22]([C:25]([F:28])([F:27])[F:26])=[CH:21][CH:20]=2)(=[O:18])=[O:17])[CH2:11][CH2:10]1)[CH3:2], predict the reactants needed to synthesize it. The reactants are: [CH2:1]([N:3]([CH2:30][CH2:31]O)[CH2:4][CH2:5][CH2:6][CH2:7][CH2:8][C@H:9]1[CH2:14][CH2:13][C@H:12]([N:15]([CH3:29])[S:16]([C:19]2[CH:24]=[CH:23][C:22]([C:25]([F:28])([F:27])[F:26])=[CH:21][CH:20]=2)(=[O:18])=[O:17])[CH2:11][CH2:10]1)[CH3:2].CCN(S(F)(F)[F:39])CC.C([O-])([O-])=O.[Na+].[Na+]. (7) Given the product [CH2:38]([O:37][C:35](=[O:36])[C:34]([CH3:40])=[C:9]=[CH:8][C:5]1[CH:4]=[CH:3][C:2]([F:1])=[CH:7][CH:6]=1)[CH3:39], predict the reactants needed to synthesize it. The reactants are: [F:1][C:2]1[CH:7]=[CH:6][C:5]([CH2:8][C:9](O)=O)=[CH:4][CH:3]=1.C(Cl)(=O)C(Cl)=O.C(N(CC)C(C)C)(C)C.C1(P(C2C=CC=CC=2)(C2C=CC=CC=2)=[C:34]([CH3:40])[C:35]([O:37][CH2:38][CH3:39])=[O:36])C=CC=CC=1.